This data is from Forward reaction prediction with 1.9M reactions from USPTO patents (1976-2016). The task is: Predict the product of the given reaction. (1) Given the reactants [Cl:1][C:2]1[CH:20]=[CH:19][C:5]2[N:6]([CH3:18])[C:7](=[O:17])[CH2:8][N:9]=[C:10]([C:11]3[CH:16]=[CH:15][CH:14]=[CH:13][CH:12]=3)[C:4]=2[CH:3]=1.[O:21]([CH2:28][C:29](O)=[O:30])[C:22]1[CH:27]=[CH:26][CH:25]=[CH:24][CH:23]=1, predict the reaction product. The product is: [Cl:1][C:2]1[CH:20]=[CH:19][C:5]2[N:6]([CH3:18])[C:7](=[O:17])[CH2:8][N:9]3[C:29](=[O:30])[C@@H:28]([O:21][C:22]4[CH:27]=[CH:26][CH:25]=[CH:24][CH:23]=4)[C@:10]3([C:11]3[CH:16]=[CH:15][CH:14]=[CH:13][CH:12]=3)[C:4]=2[CH:3]=1. (2) Given the reactants [CH3:1][NH:2][C:3]1[CH2:7][S:6][C:5](=[O:8])[N:4]=1.CC(C)([O-])C.[K+].[F:15][C:16]([F:40])([F:39])[C:17]1[CH:34]=[C:33]([C:35]([F:38])([F:37])[F:36])[CH:32]=[CH:31][C:18]=1[CH2:19][O:20][C:21]1[C:22]([O:29][CH3:30])=[C:23]([CH:26]=[CH:27][CH:28]=1)[CH:24]=O.[Cl-].[NH4+], predict the reaction product. The product is: [F:15][C:16]([F:39])([F:40])[C:17]1[CH:34]=[C:33]([C:35]([F:38])([F:37])[F:36])[CH:32]=[CH:31][C:18]=1[CH2:19][O:20][C:21]1[C:22]([O:29][CH3:30])=[C:23](/[CH:24]=[C:7]2/[C:3]([NH:2][CH3:1])=[N:4][C:5](=[O:8])[S:6]/2)[CH:26]=[CH:27][CH:28]=1. (3) Given the reactants Cl.[Cl:2][C:3]1[CH:4]=[CH:5][C:6]([O:29][CH2:30][CH:31]([CH3:33])[CH3:32])=[C:7]([CH2:9][N:10]2[C:14]([CH3:15])=[CH:13][C:12]([NH:16][C:17]([C:19]3[CH:20]=[C:21]4[C:26](=[CH:27][CH:28]=3)[CH2:25][NH:24][CH2:23][CH2:22]4)=[O:18])=[N:11]2)[CH:8]=1.[C:34](O)(=O)[CH3:35].C(=O)C.C(O[BH-](OC(=O)C)OC(=O)C)(=O)C.[Na+], predict the reaction product. The product is: [ClH:2].[Cl:2][C:3]1[CH:4]=[CH:5][C:6]([O:29][CH2:30][CH:31]([CH3:33])[CH3:32])=[C:7]([CH2:9][N:10]2[C:14]([CH3:15])=[CH:13][C:12]([NH:16][C:17]([C:19]3[CH:20]=[C:21]4[C:26](=[CH:27][CH:28]=3)[CH2:25][N:24]([CH2:34][CH3:35])[CH2:23][CH2:22]4)=[O:18])=[N:11]2)[CH:8]=1. (4) Given the reactants [Cl:1][C:2]1[CH:7]=[CH:6][C:5]([CH:8]2[CH2:13][CH2:12][N:11]([CH2:14][CH2:15][CH2:16][O:17][C:18]3[CH:28]=[CH:27][C:21]4[CH2:22][CH2:23][CH2:24][NH:25][CH2:26][C:20]=4[CH:19]=3)[CH2:10][CH2:9]2)=[CH:4][CH:3]=1.[C:29](OC(=O)C)(=[O:31])[CH3:30], predict the reaction product. The product is: [ClH:1].[C:29]([N:25]1[CH2:24][CH2:23][CH2:22][C:21]2[CH:27]=[CH:28][C:18]([O:17][CH2:16][CH2:15][CH2:14][N:11]3[CH2:12][CH2:13][CH:8]([C:5]4[CH:6]=[CH:7][C:2]([Cl:1])=[CH:3][CH:4]=4)[CH2:9][CH2:10]3)=[CH:19][C:20]=2[CH2:26]1)(=[O:31])[CH3:30]. (5) Given the reactants Br[C:2]1[CH:7]=[CH:6][CH:5]=[CH:4][C:3]=1[CH2:8][C:9]([OH:11])=[O:10].CC1C(Cl)=CC=CC=1N, predict the reaction product. The product is: [C:3]1([CH2:8][C:9]([OH:11])=[O:10])[CH:4]=[CH:5][CH:6]=[CH:7][CH:2]=1. (6) Given the reactants [CH2:1]([O:3][C:4](=[O:52])[C@@H:5]([O:49][CH2:50][CH3:51])[CH2:6][C:7]1[CH:12]=[CH:11][C:10]([O:13][CH2:14]/[CH:15]=[C:16](\[CH3:48])/[C:17]#[C:18][C:19]2[CH:24]=[CH:23][CH:22]=[C:21]([C:25]#[C:26]/[C:27](/[CH3:47])=[CH:28]/[CH2:29][O:30][C:31]3[CH:36]=[CH:35][C:34]([CH2:37][C@H:38]([O:44][CH2:45][CH3:46])[C:39]([O:41]CC)=[O:40])=[CH:33][CH:32]=3)[CH:20]=2)=[CH:9][CH:8]=1)[CH3:2].[OH-].[Na+], predict the reaction product. The product is: [CH2:45]([O:44][C@@H:38]([CH2:37][C:34]1[CH:33]=[CH:32][C:31]([O:30][CH2:29]/[CH:28]=[C:27](\[CH3:47])/[C:26]#[C:25][C:21]2[CH:22]=[CH:23][CH:24]=[C:19]([C:18]#[C:17]/[C:16](/[CH3:48])=[CH:15]/[CH2:14][O:13][C:10]3[CH:11]=[CH:12][C:7]([CH2:6][C@H:5]([O:49][CH2:50][CH3:51])[C:4]([O:3][CH2:1][CH3:2])=[O:52])=[CH:8][CH:9]=3)[CH:20]=2)=[CH:36][CH:35]=1)[C:39]([OH:41])=[O:40])[CH3:46]. (7) Given the reactants [N+:1]([C:4]1[CH:26]=[CH:25][C:7]2[NH:8][C:9](=[C:11]([C:15]3[N:20]=[C:19]([C:21]([F:24])([F:23])[F:22])[CH:18]=[CH:17][N:16]=3)[C:12]([NH2:14])=[O:13])[S:10][C:6]=2[CH:5]=1)([O-])=O, predict the reaction product. The product is: [NH2:1][C:4]1[CH:26]=[CH:25][C:7]2[NH:8][C:9](=[C:11]([C:15]3[N:20]=[C:19]([C:21]([F:24])([F:23])[F:22])[CH:18]=[CH:17][N:16]=3)[C:12]([NH2:14])=[O:13])[S:10][C:6]=2[CH:5]=1. (8) Given the reactants [C:9](O[C:9]([O:11][C:12]([CH3:15])([CH3:14])[CH3:13])=[O:10])([O:11][C:12]([CH3:15])([CH3:14])[CH3:13])=[O:10].[CH3:16][NH:17][CH2:18][C:19]1[CH:34]=[CH:33][CH:32]=[C:31]([N+:35]([O-:37])=[O:36])[C:20]=1[O:21][CH2:22][CH2:23][O:24][CH2:25][CH2:26][O:27][CH2:28][CH2:29][OH:30], predict the reaction product. The product is: [OH:30][CH2:29][CH2:28][O:27][CH2:26][CH2:25][O:24][CH2:23][CH2:22][O:21][C:20]1[C:31]([N+:35]([O-:37])=[O:36])=[CH:32][CH:33]=[CH:34][C:19]=1[CH2:18][N:17]([CH3:16])[C:9](=[O:10])[O:11][C:12]([CH3:13])([CH3:14])[CH3:15]. (9) Given the reactants [CH3:1][C:2]1[N:3]=[C:4]([NH:8][C:9](=[O:17])OC2C=CC=CC=2)[S:5][C:6]=1[CH3:7].[F:18][C:19]([F:39])([F:38])[CH:20]1[CH2:25][CH2:24][CH2:23][CH:22]([C:26]2[CH:27]=[CH:28][C:29]3[N:35]4[CH2:36][C@H:32]([CH2:33][CH2:34]4)[NH:31][C:30]=3[N:37]=2)[CH2:21]1, predict the reaction product. The product is: [CH3:1][C:2]1[N:3]=[C:4]([NH:8][C:9]([N:31]2[C@@H:32]3[CH2:36][N:35]([CH2:34][CH2:33]3)[C:29]3[CH:28]=[CH:27][C:26]([CH:22]4[CH2:23][CH2:24][CH2:25][CH:20]([C:19]([F:18])([F:38])[F:39])[CH2:21]4)=[N:37][C:30]2=3)=[O:17])[S:5][C:6]=1[CH3:7]. (10) Given the reactants [OH:1][C@H:2]1[CH2:7][CH2:6][C@H:5]([C:8]([N:10]([O:12][CH3:13])[CH3:11])=[O:9])[CH2:4][CH2:3]1.[H-].[Na+].[CH3:16]I.O, predict the reaction product. The product is: [CH3:13][O:12][N:10]([CH3:11])[C:8]([C@H:5]1[CH2:6][CH2:7][C@H:2]([O:1][CH3:16])[CH2:3][CH2:4]1)=[O:9].